This data is from Peptide-MHC class I binding affinity with 185,985 pairs from IEDB/IMGT. The task is: Regression. Given a peptide amino acid sequence and an MHC pseudo amino acid sequence, predict their binding affinity value. This is MHC class I binding data. (1) The MHC is HLA-B07:02 with pseudo-sequence HLA-B07:02. The binding affinity (normalized) is 0.0847. The peptide sequence is PTDYMSSKL. (2) The peptide sequence is YTFFFTQYF. The MHC is HLA-A32:07 with pseudo-sequence HLA-A32:07. The binding affinity (normalized) is 0.671. (3) The peptide sequence is RPMTYKAAL. The MHC is HLA-A11:01 with pseudo-sequence HLA-A11:01. The binding affinity (normalized) is 0.0440. (4) The binding affinity (normalized) is 0.685. The MHC is Mamu-B3901 with pseudo-sequence Mamu-B3901. The peptide sequence is SESSDSGSGFWKALT. (5) The peptide sequence is YFFVKWIGK. The MHC is HLA-A24:03 with pseudo-sequence HLA-A24:03. The binding affinity (normalized) is 0.0847. (6) The peptide sequence is GTSKIKMKW. The MHC is HLA-A23:01 with pseudo-sequence HLA-A23:01. The binding affinity (normalized) is 0.0558. (7) The peptide sequence is YPSLMSRVV. The MHC is HLA-A02:01 with pseudo-sequence HLA-A02:01. The binding affinity (normalized) is 0.0847. (8) The peptide sequence is VLQAGFFLLT. The MHC is HLA-A11:01 with pseudo-sequence HLA-A11:01. The binding affinity (normalized) is 0.115. (9) The peptide sequence is LPHNSVITV. The MHC is HLA-B07:02 with pseudo-sequence HLA-B07:02. The binding affinity (normalized) is 0.717.